This data is from Catalyst prediction with 721,799 reactions and 888 catalyst types from USPTO. The task is: Predict which catalyst facilitates the given reaction. (1) Reactant: [F:1][C:2]1[CH:13]=[CH:12][C:5]([C:6]([N:8]([O:10][CH3:11])[CH3:9])=[O:7])=[CH:4][C:3]=1[OH:14].N1C=CN=C1.[CH3:20][C:21]([Si:24](Cl)([CH3:26])[CH3:25])([CH3:23])[CH3:22]. Product: [Si:24]([O:14][C:3]1[CH:4]=[C:5]([CH:12]=[CH:13][C:2]=1[F:1])[C:6]([N:8]([O:10][CH3:11])[CH3:9])=[O:7])([C:21]([CH3:23])([CH3:22])[CH3:20])([CH3:26])[CH3:25]. The catalyst class is: 3. (2) Reactant: [CH3:1][O:2][C:3]([NH:5][C@H:6]([C:10]([N:12]1[CH:16]([C:17]([O:19]CC)=[O:18])[CH2:15][C:14]2([CH2:26][CH2:25][N:24]([C:27]([O:29][C:30]([CH3:33])([CH3:32])[CH3:31])=[O:28])[CH2:23][CH2:22]2)[CH2:13]1)=[O:11])[CH:7]([CH3:9])[CH3:8])=[O:4].O.[OH-].[Li+].Cl. Product: [CH3:31][C:30]([O:29][C:27]([N:24]1[CH2:23][CH2:22][C:14]2([CH2:13][N:12]([C:10](=[O:11])[C@H:6]([CH:7]([CH3:9])[CH3:8])[NH:5][C:3]([O:2][CH3:1])=[O:4])[CH:16]([C:17]([OH:19])=[O:18])[CH2:15]2)[CH2:26][CH2:25]1)=[O:28])([CH3:33])[CH3:32]. The catalyst class is: 278. (3) Reactant: [OH:1][C:2]1[CH:18]=[CH:17][C:5]([CH2:6][CH:7]([CH2:13][CH2:14][CH2:15][CH3:16])[C:8]([O:10][CH2:11][CH3:12])=[O:9])=[CH:4][CH:3]=1.Br[CH2:20][CH2:21][O:22][CH:23]1[CH2:28][CH2:27][CH2:26][CH2:25][O:24]1.C(=O)([O-])[O-].[K+].[K+]. The catalyst class is: 44. Product: [CH2:13]([CH:7]([CH2:6][C:5]1[CH:4]=[CH:3][C:2]([O:1][CH2:20][CH2:21][O:22][CH:23]2[CH2:28][CH2:27][CH2:26][CH2:25][O:24]2)=[CH:18][CH:17]=1)[C:8]([O:10][CH2:11][CH3:12])=[O:9])[CH2:14][CH2:15][CH3:16]. (4) Reactant: [NH2:1][C:2]1[N:3]([CH:15]2[CH2:17][CH2:16]2)[C:4]2[CH2:5][CH2:6][CH2:7][CH2:8][C:9]=2[C:10]=1[C:11]([O:13]C)=O.C(O[C:21]([CH3:28])=[CH:22][C:23]([O:25][CH2:26][CH3:27])=[O:24])C.CC1C=CC(S(O)(=O)=O)=CC=1.[O-]CC.[Na+].Cl. Product: [CH:15]1([N:3]2[C:4]3[CH2:5][CH2:6][CH2:7][CH2:8][C:9]=3[C:10]3[C:11]([OH:13])=[C:22]([C:23]([O:25][CH2:26][CH3:27])=[O:24])[C:21]([CH3:28])=[N:1][C:2]2=3)[CH2:17][CH2:16]1. The catalyst class is: 93. (5) Reactant: [C:9](O[C:9]([O:11][C:12]([CH3:15])([CH3:14])[CH3:13])=[O:10])([O:11][C:12]([CH3:15])([CH3:14])[CH3:13])=[O:10].[Cl:16][C:17]1[CH:24]=[CH:23][C:20]([CH2:21][NH2:22])=[CH:19][C:18]=1[N+:25]([O-:27])=[O:26].N. Product: [Cl:16][C:17]1[CH:24]=[CH:23][C:20]([CH2:21][NH:22][C:9](=[O:10])[O:11][C:12]([CH3:13])([CH3:14])[CH3:15])=[CH:19][C:18]=1[N+:25]([O-:27])=[O:26]. The catalyst class is: 64. (6) Product: [CH3:18][O:17][N:16]([CH3:15])[C:11]([C:7]1[CH:6]=[C:5]2[C:10](=[CH:9][CH:8]=1)[N:1]=[CH:2][CH:3]=[N:4]2)=[O:12]. The catalyst class is: 2. Reactant: [N:1]1[C:10]2[C:5](=[CH:6][C:7]([C:11](Cl)=[O:12])=[CH:8][CH:9]=2)[N:4]=[CH:3][CH:2]=1.Cl.[CH3:15][NH:16][O:17][CH3:18].N1C=CC=CC=1. (7) Reactant: [NH:1]1[CH2:6][CH2:5][CH:4]([CH2:7][OH:8])[CH2:3][CH2:2]1.C([O-])(O)=O.[Na+].[C:14](=O)([O:23]N1C(=O)CCC1=O)[O:15][CH2:16][C:17]1[CH:22]=[CH:21][CH:20]=[CH:19][CH:18]=1. Product: [OH:8][CH2:7][CH:4]1[CH2:5][CH2:6][N:1]([C:14]([O:15][CH2:16][C:17]2[CH:22]=[CH:21][CH:20]=[CH:19][CH:18]=2)=[O:23])[CH2:2][CH2:3]1. The catalyst class is: 1.